This data is from Forward reaction prediction with 1.9M reactions from USPTO patents (1976-2016). The task is: Predict the product of the given reaction. (1) The product is: [I:24][C:25]1[CH:30]=[CH:29][CH:28]=[CH:27][C:26]=1[CH2:31][C:32]([NH:1][C:2]1[CH:3]=[C:4]([N:8]2[C:17]3[CH:16]=[CH:15][C:14]4[CH:18]=[CH:19][CH:20]=[CH:21][C:13]=4[C:12]=3[NH:11][C:10](=[O:22])[C:9]2=[O:23])[CH:5]=[CH:6][CH:7]=1)=[O:33]. Given the reactants [NH2:1][C:2]1[CH:3]=[C:4]([N:8]2[C:17]3[CH:16]=[CH:15][C:14]4[CH:18]=[CH:19][CH:20]=[CH:21][C:13]=4[C:12]=3[NH:11][C:10](=[O:22])[C:9]2=[O:23])[CH:5]=[CH:6][CH:7]=1.[I:24][C:25]1[CH:30]=[CH:29][CH:28]=[CH:27][C:26]=1[CH2:31][C:32](Cl)=[O:33], predict the reaction product. (2) Given the reactants Br[C:2]1[CH:7]=[C:6]([O:8][CH3:9])[C:5]([O:10][CH3:11])=[CH:4][C:3]=1[N+:12]([O-:14])=[O:13].CC1(C)C(C)(C)OB([C:23]2[CH2:28][C:27]([CH3:30])([CH3:29])[CH2:26][C:25]([CH3:32])([CH3:31])[CH:24]=2)O1.P([O-])([O-])([O-])=O.[K+].[K+].[K+].O, predict the reaction product. The product is: [CH3:9][O:8][C:6]1[C:5]([O:10][CH3:11])=[CH:4][C:3]([N+:12]([O-:14])=[O:13])=[C:2]([C:23]2[CH2:28][C:27]([CH3:30])([CH3:29])[CH2:26][C:25]([CH3:32])([CH3:31])[CH:24]=2)[CH:7]=1. (3) The product is: [CH3:2][N:3]1[C:7]([CH3:8])=[CH:6][C:5]([C:9]2[CH:10]=[CH:11][C:12]([O:13][CH2:14][CH:15]3[CH:20]([NH:21][S:32]([CH3:31])(=[O:34])=[O:33])[CH2:19][CH2:18][O:17][CH2:16]3)=[CH:22][CH:23]=2)=[N:4]1. Given the reactants Cl.[CH3:2][N:3]1[C:7]([CH3:8])=[CH:6][C:5]([C:9]2[CH:23]=[CH:22][C:12]([O:13][CH2:14][CH:15]3[CH:20]([NH2:21])[CH2:19][CH2:18][O:17][CH2:16]3)=[CH:11][CH:10]=2)=[N:4]1.CCN(CC)CC.[CH3:31][S:32](Cl)(=[O:34])=[O:33], predict the reaction product. (4) Given the reactants C([O:4][CH:5]([CH2:17][CH2:18][S:19]([CH3:21])=[O:20])[C:6]([NH:8][CH2:9][CH2:10][CH2:11][CH2:12][CH2:13][CH2:14][CH2:15][CH3:16])=[O:7])(=O)C.[OH-].[Na+], predict the reaction product. The product is: [OH:4][CH:5]([CH2:17][CH2:18][S:19]([CH3:21])=[O:20])[C:6]([NH:8][CH2:9][CH2:10][CH2:11][CH2:12][CH2:13][CH2:14][CH2:15][CH3:16])=[O:7]. (5) Given the reactants [Cl:1][C:2]1[CH:7]=[CH:6][C:5]([CH:8](O)[CH:9]([CH3:11])[CH3:10])=[C:4]([C:13]([F:16])([F:15])[F:14])[CH:3]=1.O.C1(C)C=CC(S(O)(=O)=O)=CC=1.O, predict the reaction product. The product is: [Cl:1][C:2]1[CH:7]=[CH:6][C:5]([CH:8]=[C:9]([CH3:11])[CH3:10])=[C:4]([C:13]([F:14])([F:15])[F:16])[CH:3]=1.